The task is: Predict the reaction yield, written as a fraction of the theoretical maximum amount of product (1.0 means a 100% yield; for example, 0.34 means a 34% yield).. This data is from Reaction yield outcomes from USPTO patents with 853,638 reactions. The reactants are [C:1]1([N:7]2[C:15]3[CH2:14][CH2:13][NH:12][CH2:11][C:10]=3[N:9]=[N:8]2)[CH:6]=[CH:5][CH:4]=[CH:3][CH:2]=1.[Cl:16][C:17]1[C:25]([C:26]([F:29])([F:28])[F:27])=[CH:24][CH:23]=[CH:22][C:18]=1[C:19](O)=[O:20].CCN(CC)CC.CN(C(ON1N=NC2C=CC=NC1=2)=[N+](C)C)C.F[P-](F)(F)(F)(F)F. The catalyst is C(Cl)Cl. The product is [Cl:16][C:17]1[C:25]([C:26]([F:28])([F:29])[F:27])=[CH:24][CH:23]=[CH:22][C:18]=1[C:19]([N:12]1[CH2:13][CH2:14][C:15]2[N:7]([C:1]3[CH:2]=[CH:3][CH:4]=[CH:5][CH:6]=3)[N:8]=[N:9][C:10]=2[CH2:11]1)=[O:20]. The yield is 0.910.